Dataset: NCI-60 drug combinations with 297,098 pairs across 59 cell lines. Task: Regression. Given two drug SMILES strings and cell line genomic features, predict the synergy score measuring deviation from expected non-interaction effect. (1) Drug 1: CCC1(CC2CC(C3=C(CCN(C2)C1)C4=CC=CC=C4N3)(C5=C(C=C6C(=C5)C78CCN9C7C(C=CC9)(C(C(C8N6C=O)(C(=O)OC)O)OC(=O)C)CC)OC)C(=O)OC)O.OS(=O)(=O)O. Drug 2: CC(C)CN1C=NC2=C1C3=CC=CC=C3N=C2N. Cell line: COLO 205. Synergy scores: CSS=18.6, Synergy_ZIP=0.723, Synergy_Bliss=1.89, Synergy_Loewe=-20.4, Synergy_HSA=2.33. (2) Drug 1: CC(C1=C(C=CC(=C1Cl)F)Cl)OC2=C(N=CC(=C2)C3=CN(N=C3)C4CCNCC4)N. Drug 2: N.N.Cl[Pt+2]Cl. Cell line: 786-0. Synergy scores: CSS=-0.723, Synergy_ZIP=-0.401, Synergy_Bliss=0.525, Synergy_Loewe=-0.850, Synergy_HSA=0.296.